Task: Regression. Given a peptide amino acid sequence and an MHC pseudo amino acid sequence, predict their binding affinity value. This is MHC class I binding data.. Dataset: Peptide-MHC class I binding affinity with 185,985 pairs from IEDB/IMGT (1) The peptide sequence is NAISSRVDR. The MHC is HLA-A11:01 with pseudo-sequence HLA-A11:01. The binding affinity (normalized) is 0.0277. (2) The peptide sequence is KVFFVNWFR. The MHC is HLA-A30:01 with pseudo-sequence HLA-A30:01. The binding affinity (normalized) is 0.630. (3) The peptide sequence is FTNRSGSQ. The MHC is HLA-A33:01 with pseudo-sequence HLA-A33:01. The binding affinity (normalized) is 0. (4) The peptide sequence is KEQYCALSPG. The MHC is HLA-B44:02 with pseudo-sequence HLA-B44:02. The binding affinity (normalized) is 0.273. (5) The peptide sequence is QRALFMHFR. The binding affinity (normalized) is 0.432. The MHC is Mamu-B08 with pseudo-sequence Mamu-B08. (6) The peptide sequence is ISIRPRVTK. The MHC is HLA-A02:06 with pseudo-sequence HLA-A02:06. The binding affinity (normalized) is 0.